Dataset: Peptide-MHC class I binding affinity with 185,985 pairs from IEDB/IMGT. Task: Regression. Given a peptide amino acid sequence and an MHC pseudo amino acid sequence, predict their binding affinity value. This is MHC class I binding data. (1) The peptide sequence is DTTTDISKY. The MHC is HLA-A02:50 with pseudo-sequence HLA-A02:50. The binding affinity (normalized) is 0.0847. (2) The peptide sequence is KRGVFVLGY. The MHC is Mamu-B08 with pseudo-sequence YSSEYEERAGHTDADTLYLTYHYYTWAEVAYTWY. The binding affinity (normalized) is 0.467.